From a dataset of Catalyst prediction with 721,799 reactions and 888 catalyst types from USPTO. Predict which catalyst facilitates the given reaction. (1) Reactant: [C:1]([C:3]1[CH:8]=[CH:7][C:6]([C:9]([N:11]2[CH2:16][CH2:15][CH:14]([C:17]3[CH:34]=[CH:33][C:20]4[CH2:21][CH2:22][N:23](C(OC(C)(C)C)=O)[CH2:24][CH2:25][C:19]=4[CH:18]=3)[CH2:13][CH2:12]2)=[O:10])=[CH:5][CH:4]=1)#[N:2].FC(F)(F)C(O)=O.C(OCC)C. Product: [CH2:21]1[C:20]2[CH:33]=[CH:34][C:17]([CH:14]3[CH2:15][CH2:16][N:11]([C:9]([C:6]4[CH:7]=[CH:8][C:3]([C:1]#[N:2])=[CH:4][CH:5]=4)=[O:10])[CH2:12][CH2:13]3)=[CH:18][C:19]=2[CH2:25][CH2:24][NH:23][CH2:22]1. The catalyst class is: 4. (2) Reactant: C(OC([NH:11][C@@H:12]([C:16]1[N:17]=[C:18]([C:21]2[CH:26]=[C:25]([NH:27][C:28]([NH:30][CH2:31][CH3:32])=[O:29])[N:24]=[CH:23][C:22]=2[C:33]2[CH:34]=[C:35]3[C:40](=[CH:41][CH:42]=2)[N:39]([C@@H:43]([C:46]([CH3:49])([CH3:48])[CH3:47])[CH2:44][OH:45])[CH:38]=[C:37]([C:50]([OH:52])=[O:51])[C:36]3=[O:53])[S:19][CH:20]=1)[CH:13]([CH3:15])[CH3:14])=O)C1C=CC=CC=1.Br.C(O)(=O)C.[OH-].[Na+].Cl. Product: [NH2:11][C@@H:12]([C:16]1[N:17]=[C:18]([C:21]2[CH:26]=[C:25]([NH:27][C:28]([NH:30][CH2:31][CH3:32])=[O:29])[N:24]=[CH:23][C:22]=2[C:33]2[CH:34]=[C:35]3[C:40](=[CH:41][CH:42]=2)[N:39]([C@@H:43]([C:46]([CH3:48])([CH3:47])[CH3:49])[CH2:44][OH:45])[CH:38]=[C:37]([C:50]([OH:52])=[O:51])[C:36]3=[O:53])[S:19][CH:20]=1)[CH:13]([CH3:14])[CH3:15]. The catalyst class is: 6.